This data is from Full USPTO retrosynthesis dataset with 1.9M reactions from patents (1976-2016). The task is: Predict the reactants needed to synthesize the given product. (1) Given the product [NH2:1][C:4]1[N:12]2[C:8](=[N:9][C:10]3[CH:16]=[CH:15][CH:14]=[CH:13][C:11]=32)[CH:7]=[C:6]([C:17]2[CH:22]=[CH:21][C:20]([O:23][CH3:24])=[CH:19][CH:18]=2)[CH:5]=1, predict the reactants needed to synthesize it. The reactants are: [N:1]([C:4]1[N:12]2[C:8](=[N:9][C:10]3[CH:16]=[CH:15][CH:14]=[CH:13][C:11]=32)[CH:7]=[C:6]([C:17]2[CH:22]=[CH:21][C:20]([O:23][CH3:24])=[CH:19][CH:18]=2)[CH:5]=1)=[N+]=[N-].C1(P(C2C=CC=CC=2)C2C=CC=CC=2)C=CC=CC=1. (2) Given the product [Cl:1][C:2]1[CH:16]=[C:15]([Cl:17])[C:5]2[N:6]=[N:7][N:8]([CH2:11][C:12]([NH:26][C@H:24]([C:21]3[CH:22]=[CH:23][C:18]([CH3:27])=[CH:19][CH:20]=3)[CH3:25])=[O:14])[C:9](=[O:10])[C:4]=2[CH:3]=1, predict the reactants needed to synthesize it. The reactants are: [Cl:1][C:2]1[CH:16]=[C:15]([Cl:17])[C:5]2[N:6]=[N:7][N:8]([CH2:11][C:12]([OH:14])=O)[C:9](=[O:10])[C:4]=2[CH:3]=1.[C:18]1([CH3:27])[CH:23]=[CH:22][C:21]([C@@H:24]([NH2:26])[CH3:25])=[CH:20][CH:19]=1. (3) Given the product [ClH:1].[CH3:14][C:12]1[NH:11][C:10]([C:15]([O:17][CH2:18][CH3:19])=[O:16])=[C:9]([NH:8][C:9](=[NH:8])[CH2:10][CH2:15][CH2:6][CH3:7])[CH:13]=1, predict the reactants needed to synthesize it. The reactants are: [ClH:1].O1[CH2:7][CH2:6]OCC1.[NH2:8][C:9]1[CH:13]=[C:12]([CH3:14])[NH:11][C:10]=1[C:15]([O:17][CH2:18][CH3:19])=[O:16]. (4) Given the product [CH3:23][C@H:21]1[O:22][C@@H:17]([CH3:16])[CH2:18][N:19]([S:1]([Cl:5])(=[O:3])=[O:2])[CH2:20]1, predict the reactants needed to synthesize it. The reactants are: [S:1]([Cl:5])(Cl)(=[O:3])=[O:2].C(Cl)Cl.C(N(CC)CC)C.[CH3:16][C@H:17]1[O:22][C@@H:21]([CH3:23])[CH2:20][NH:19][CH2:18]1.O.